From a dataset of Forward reaction prediction with 1.9M reactions from USPTO patents (1976-2016). Predict the product of the given reaction. (1) Given the reactants [CH2:1]([C@@:4]1([CH3:30])[CH2:9][C@H:8]([C:10]2[CH:15]=[CH:14][CH:13]=[C:12]([Cl:16])[CH:11]=2)[C@@H:7]([C:17]2[CH:22]=[CH:21][C:20]([Cl:23])=[CH:19][CH:18]=2)[N:6]([C@@H:24]([CH2:27][CH3:28])[CH2:25]O)[C:5]1=[O:29])[CH:2]=[CH2:3].[CH3:31][CH:32]([S:34]([NH2:37])(=[O:36])=[O:35])[CH3:33], predict the reaction product. The product is: [CH2:1]([C@@:4]1([CH3:30])[CH2:9][C@H:8]([C:10]2[CH:15]=[CH:14][CH:13]=[C:12]([Cl:16])[CH:11]=2)[C@@H:7]([C:17]2[CH:22]=[CH:21][C:20]([Cl:23])=[CH:19][CH:18]=2)[N:6]([C@@H:24]([CH2:27][CH3:28])[CH2:25][NH:37][S:34]([CH:32]([CH3:33])[CH3:31])(=[O:36])=[O:35])[C:5]1=[O:29])[CH:2]=[CH2:3]. (2) Given the reactants [NH2:1][C:2]1[CH:15]=[CH:14][C:13](Br)=[CH:12][C:3]=1[C:4]([C:6]1[CH:11]=[CH:10][CH:9]=[CH:8][CH:7]=1)=[O:5].[C:17]([NH:24][C@H:25]([C:27](O)=[O:28])[CH3:26])([O:19][C:20]([CH3:23])([CH3:22])[CH3:21])=[O:18], predict the reaction product. The product is: [C:20]([O:19][C:17](=[O:18])[NH:24][CH:25]([C:27](=[O:28])[NH:1][C:2]1[CH:15]=[CH:14][CH:13]=[CH:12][C:3]=1[C:4](=[O:5])[C:6]1[CH:11]=[CH:10][CH:9]=[CH:8][CH:7]=1)[CH3:26])([CH3:21])([CH3:22])[CH3:23].